This data is from NCI-60 drug combinations with 297,098 pairs across 59 cell lines. The task is: Regression. Given two drug SMILES strings and cell line genomic features, predict the synergy score measuring deviation from expected non-interaction effect. (1) Drug 1: CC12CCC(CC1=CCC3C2CCC4(C3CC=C4C5=CN=CC=C5)C)O. Drug 2: CC1C(C(=O)NC(C(=O)N2CCCC2C(=O)N(CC(=O)N(C(C(=O)O1)C(C)C)C)C)C(C)C)NC(=O)C3=C4C(=C(C=C3)C)OC5=C(C(=O)C(=C(C5=N4)C(=O)NC6C(OC(=O)C(N(C(=O)CN(C(=O)C7CCCN7C(=O)C(NC6=O)C(C)C)C)C)C(C)C)C)N)C. Cell line: IGROV1. Synergy scores: CSS=28.2, Synergy_ZIP=5.62, Synergy_Bliss=9.88, Synergy_Loewe=9.19, Synergy_HSA=9.23. (2) Drug 1: C1CCN(CC1)CCOC2=CC=C(C=C2)C(=O)C3=C(SC4=C3C=CC(=C4)O)C5=CC=C(C=C5)O. Drug 2: C1=C(C(=O)NC(=O)N1)F. Cell line: IGROV1. Synergy scores: CSS=22.8, Synergy_ZIP=-2.98, Synergy_Bliss=0.951, Synergy_Loewe=-0.697, Synergy_HSA=-0.169. (3) Drug 1: C1=C(C(=O)NC(=O)N1)F. Drug 2: CCC1=C2CN3C(=CC4=C(C3=O)COC(=O)C4(CC)O)C2=NC5=C1C=C(C=C5)O. Cell line: NCI/ADR-RES. Synergy scores: CSS=30.6, Synergy_ZIP=-12.3, Synergy_Bliss=-10.6, Synergy_Loewe=-7.08, Synergy_HSA=-5.75.